Dataset: Forward reaction prediction with 1.9M reactions from USPTO patents (1976-2016). Task: Predict the product of the given reaction. (1) Given the reactants C([O-])=O.[NH4+].[NH2:5][C:6]([NH:8][C:9]1[C:10]([C:24]([NH2:26])=[O:25])=[N:11][N:12]([C:14]2[CH:19]=[CH:18][C:17](Br)=[C:16]([O:21][CH2:22][CH3:23])[CH:15]=2)[CH:13]=1)=[O:7], predict the reaction product. The product is: [CH2:22]([O:21][C:16]1[CH:15]=[C:14]([N:12]2[CH:13]=[C:9]([NH:8][C:6]([NH2:5])=[O:7])[C:10]([C:24]([NH2:26])=[O:25])=[N:11]2)[CH:19]=[CH:18][CH:17]=1)[CH3:23]. (2) Given the reactants [NH2:1][C:2]1[C:3]([CH3:25])=[C:4]([C:8]2[C:20]3[C:19]4[C:14](=[CH:15][C:16]([Br:21])=[CH:17][CH:18]=4)[NH:13][C:12]=3[C:11]([C:22]([NH2:24])=[O:23])=[N:10][CH:9]=2)[CH:5]=[CH:6][CH:7]=1.[NH:26]1[C:31]2[CH:32]=[CH:33][CH:34]=[CH:35][C:30]=2[C:29](=O)[O:28][C:27]1=O.[N+](O[La](O[N+]([O-])=O)O[N+]([O-])=O)([O-])=O.COC(OC)OC, predict the reaction product. The product is: [Br:21][C:16]1[CH:15]=[C:14]2[C:19]([C:20]3[C:8]([C:4]4[CH:5]=[CH:6][CH:7]=[C:2]([N:1]5[C:29](=[O:28])[C:30]6[C:31](=[CH:32][CH:33]=[CH:34][CH:35]=6)[N:26]=[CH:27]5)[C:3]=4[CH3:25])=[CH:9][N:10]=[C:11]([C:22]([NH2:24])=[O:23])[C:12]=3[NH:13]2)=[CH:18][CH:17]=1. (3) Given the reactants [CH2:1]([O:3][C:4]([C:6]1[C:15](=[O:16])[C:14]2[C:9](=[CH:10][CH:11]=[CH:12][CH:13]=2)[NH:8][CH:7]=1)=[O:5])[CH3:2].[H-].[Na+].[CH3:19][O:20][C:21]1[CH:28]=[CH:27][C:24]([CH2:25]Cl)=[CH:23][CH:22]=1, predict the reaction product. The product is: [CH2:1]([O:3][C:4]([C:6]1[C:15](=[O:16])[C:14]2[C:9](=[CH:10][CH:11]=[CH:12][CH:13]=2)[N:8]([CH2:25][C:24]2[CH:27]=[CH:28][C:21]([O:20][CH3:19])=[CH:22][CH:23]=2)[CH:7]=1)=[O:5])[CH3:2]. (4) Given the reactants [CH:1]([NH:4][CH:5]([CH3:7])C)([CH3:3])C.[CH2:8]([Li])[CH2:9][CH2:10][CH3:11].C(=O)=O.[CH3:16][C:17]([CH3:19])=O.[CH:20]([N-:23][CH:24](C)C)(C)C.[Li+].[Si]([O:35][C:36]1[CH:45]=[CH:44][C:39]2[C:40]([CH3:43])=[N:41][O:42][C:38]=2[C:37]=1/[CH:46]=C/C)(C(C)(C)C)(C)C.[Si](O[C:57]1[CH:66]=[CH:65][C:60]2[C:61](C)=[N:62]O[C:59]=2[C:58]=1/C=C\C)(C(C)(C)C)(C)C.I[CH2:71][CH:72]1CCN(C(OC(C)(C)C)=O)CC1.[Cl-:85].[NH4+], predict the reaction product. The product is: [ClH:85].[ClH:85].[CH2:11]([N:4]1[CH2:1][CH2:3][CH:71]([CH2:72][CH2:43][C:40]2[C:39]3[CH:44]=[CH:45][C:36]([O:35][C:57]4[CH:58]=[CH:59][C:60]([C:61]#[N:62])=[CH:65][CH:66]=4)=[C:37]([CH2:46][N:23]([CH3:20])[CH3:24])[C:38]=3[O:42][N:41]=2)[CH2:7][CH2:5]1)[C:10]1[CH:19]=[CH:17][CH:16]=[CH:8][CH:9]=1. (5) Given the reactants [CH:1]1([C:4]2[NH:8][C:7]3[C:9]([O:16][CH3:17])=[CH:10][CH:11]=[C:12]([C:13]([OH:15])=O)[C:6]=3[N:5]=2)[CH2:3][CH2:2]1.[NH2:18][CH2:19][CH2:20][C:21]1[CH:26]=[CH:25][C:24]([S:27]([NH2:30])(=[O:29])=[O:28])=[CH:23][CH:22]=1, predict the reaction product. The product is: [CH:1]1([C:4]2[NH:5][C:6]3[C:12]([C:13]([NH:18][CH2:19][CH2:20][C:21]4[CH:22]=[CH:23][C:24]([S:27](=[O:29])(=[O:28])[NH2:30])=[CH:25][CH:26]=4)=[O:15])=[CH:11][CH:10]=[C:9]([O:16][CH3:17])[C:7]=3[N:8]=2)[CH2:2][CH2:3]1. (6) The product is: [CH2:1]([C:3]1[C:4]([OH:26])=[C:5]([C:22]([OH:24])=[O:23])[C:6](=[O:21])[NH:7][C:8]=1[C:9]1[CH:10]=[CH:11][C:12]([C:15]2[CH2:16][CH2:17][NH:18][CH2:19][CH:20]=2)=[CH:13][CH:14]=1)[CH3:2]. Given the reactants [CH2:1]([C:3]1[C:4]([OH:26])=[C:5]([C:22]([O:24]C)=[O:23])[C:6](=[O:21])[NH:7][C:8]=1[C:9]1[CH:14]=[CH:13][C:12]([C:15]2[CH2:16][CH2:17][NH:18][CH2:19][CH:20]=2)=[CH:11][CH:10]=1)[CH3:2].[I-].[Li+], predict the reaction product. (7) Given the reactants Cl[C:2]1[N:7]=[CH:6][C:5]([N+:8]([O-:10])=[O:9])=[CH:4][N:3]=1.[F:11][C:12]([F:19])([F:18])[C:13]1[CH:14]=[N:15][NH:16][CH:17]=1.C([O-])([O-])=O.[K+].[K+], predict the reaction product. The product is: [N+:8]([C:5]1[CH:4]=[N:3][C:2]([N:15]2[CH:14]=[C:13]([C:12]([F:19])([F:18])[F:11])[CH:17]=[N:16]2)=[N:7][CH:6]=1)([O-:10])=[O:9]. (8) Given the reactants [OH:1][C:2]1[C:9]([C:10]2[CH:15]=[CH:14][CH:13]=[CH:12][C:11]=2C)=[CH:8][CH:7]=[CH:6][C:3]=1[CH:4]=[O:5].Cl.Cl.NC1C2C(=CC=CC=2O)C(S(O)(=O)=O)=CC=1N.S(=O)(O)[O-].[Na+], predict the reaction product. The product is: [OH:1][C:2]1[C:9]([C:10]2[CH:11]=[CH:12][CH:13]=[CH:14][CH:15]=2)=[CH:8][CH:7]=[CH:6][C:3]=1[CH:4]=[O:5]. (9) The product is: [CH:38]1([N:19]2[C:18]3[CH:44]=[CH:45][C:15]([C:13]([NH:12][CH:8]([CH2:7][C:1]4[CH:6]=[CH:5][CH:4]=[CH:3][CH:2]=4)[C:9]([OH:11])=[O:10])=[O:14])=[CH:16][C:17]=3[N:21]=[C:20]2[C:22]2[CH:23]=[C:24]3[C:29](=[CH:30][CH:31]=2)[N:28]=[C:27]([C:32]2[CH:37]=[CH:36][CH:35]=[CH:34][CH:33]=2)[CH:26]=[N:25]3)[CH2:43][CH2:42][CH2:41][CH2:40][CH2:39]1. Given the reactants [CH:1]1([CH2:7][CH:8]([NH:12][C:13]([C:15]2[CH:45]=[CH:44][C:18]3[N:19]([CH:38]4[CH2:43][CH2:42][CH2:41][CH2:40][CH2:39]4)[C:20]([C:22]4[CH:23]=[C:24]5[C:29](=[CH:30][CH:31]=4)[N:28]=[C:27]([C:32]4[CH:37]=[CH:36][CH:35]=[CH:34][CH:33]=4)[CH:26]=[N:25]5)=[N:21][C:17]=3[CH:16]=2)=[O:14])[C:9]([OH:11])=[O:10])[CH2:6][CH2:5][CH2:4][CH2:3][CH2:2]1.C1C=CC(C[C@H](NC(OCC2C3C(=CC=CC=3)C3C2=CC=CC=3)=O)C=O)=CC=1, predict the reaction product.